Dataset: Reaction yield outcomes from USPTO patents with 853,638 reactions. Task: Predict the reaction yield, written as a fraction of the theoretical maximum amount of product (1.0 means a 100% yield; for example, 0.34 means a 34% yield). The reactants are S(O[CH2:6][C:7]1[CH:12]=[C:11]([O:13][C:14]([F:17])([F:16])[F:15])[CH:10]=[C:9]([Cl:18])[CH:8]=1)(=O)(=O)C.[C-:19]#[N:20].[Na+]. The catalyst is CS(C)=O. The product is [Cl:18][C:9]1[CH:8]=[C:7]([CH:12]=[C:11]([O:13][C:14]([F:17])([F:16])[F:15])[CH:10]=1)[CH2:6][C:19]#[N:20]. The yield is 1.00.